From a dataset of Reaction yield outcomes from USPTO patents with 853,638 reactions. Predict the reaction yield, written as a fraction of the theoretical maximum amount of product (1.0 means a 100% yield; for example, 0.34 means a 34% yield). The reactants are [CH3:1][N:2]([CH3:29])[C:3]1[CH:8]=[CH:7][C:6]([C:9]2[NH:14][C:13](=[O:15])[C:12]([C:16]([O:18][CH2:19][C:20]3[CH:25]=[CH:24][CH:23]=[CH:22][CH:21]=3)=[O:17])=[C:11]([OH:26])[C:10]=2[CH:27]=[O:28])=[CH:5][CH:4]=1.[BH4-].[Na+]. The catalyst is CCO.C1COCC1. The product is [CH3:1][N:2]([CH3:29])[C:3]1[CH:4]=[CH:5][C:6]([C:9]2[NH:14][C:13](=[O:15])[C:12]([C:16]([O:18][CH2:19][C:20]3[CH:21]=[CH:22][CH:23]=[CH:24][CH:25]=3)=[O:17])=[C:11]([OH:26])[C:10]=2[CH2:27][OH:28])=[CH:7][CH:8]=1. The yield is 0.670.